Task: Regression/Classification. Given a drug SMILES string, predict its absorption, distribution, metabolism, or excretion properties. Task type varies by dataset: regression for continuous measurements (e.g., permeability, clearance, half-life) or binary classification for categorical outcomes (e.g., BBB penetration, CYP inhibition). Dataset: cyp2c19_veith.. Dataset: CYP2C19 inhibition data for predicting drug metabolism from PubChem BioAssay (1) The molecule is COc1ccc(N2C(=O)NC(NC(=O)c3ccncc3)(C(F)(F)F)C2=O)cc1. The result is 1 (inhibitor). (2) The drug is Cc1ccc(CCN2CC(C(=O)NCCN3CCOCC3)CC2=O)cc1. The result is 0 (non-inhibitor). (3) The drug is COc1ccc(S(=O)(=O)Nc2cccc(Cl)c2)cc1OC. The result is 1 (inhibitor). (4) The compound is CCN(CC)CCCNC(=O)/C(=C/c1ccc[nH]1)NC(=O)c1ccccc1. The result is 0 (non-inhibitor). (5) The drug is O=C(Nc1ccsc1C(=O)NC1CCCCC1)c1ccc(F)cc1. The result is 0 (non-inhibitor). (6) The drug is CCCCN1C(=O)CC(Sc2ccccc2C(=O)O)C1=O. The result is 0 (non-inhibitor). (7) The drug is O=C(O)[C@@H]1CS[C@@]2(CCCN(Cc3ccccc3)C2)N1. The result is 0 (non-inhibitor). (8) The compound is O=C(CCNC(=O)Cn1cnc2ccccc2c1=O)NCC1COc2ccccc2O1. The result is 1 (inhibitor). (9) The drug is CS(=O)(=O)N1CCC2(CCN(Cc3ccc(C#N)cc3)CC2)CC1. The result is 0 (non-inhibitor).